Task: Predict the reaction yield, written as a fraction of the theoretical maximum amount of product (1.0 means a 100% yield; for example, 0.34 means a 34% yield).. Dataset: Reaction yield outcomes from USPTO patents with 853,638 reactions (1) The reactants are I[C:2]1[CH:7]=[CH:6][N:5]([CH2:8][CH2:9][C:10]([CH3:25])([S:21]([CH3:24])(=[O:23])=[O:22])[C:11]([NH:13][O:14][CH:15]2[CH2:20][CH2:19][CH2:18][CH2:17][O:16]2)=[O:12])[C:4](=[O:26])[CH:3]=1.CC1(C)C(C)(C)OB([C:35]2[CH:40]=[CH:39][C:38]([CH2:41][CH2:42][CH2:43][OH:44])=[CH:37][CH:36]=2)O1.C(=O)([O-])[O-].[K+].[K+].C(COC)OC. The catalyst is C(OCC)(=O)C.O.C1C=CC(/C=C/C(/C=C/C2C=CC=CC=2)=O)=CC=1.C1C=CC(/C=C/C(/C=C/C2C=CC=CC=2)=O)=CC=1.C1C=CC(/C=C/C(/C=C/C2C=CC=CC=2)=O)=CC=1.[Pd].[Pd].CO. The product is [OH:44][CH2:43][CH2:42][CH2:41][C:38]1[CH:39]=[CH:40][C:35]([C:2]2[CH:7]=[CH:6][N:5]([CH2:8][CH2:9][C:10]([CH3:25])([S:21]([CH3:24])(=[O:23])=[O:22])[C:11]([NH:13][O:14][CH:15]3[CH2:20][CH2:19][CH2:18][CH2:17][O:16]3)=[O:12])[C:4](=[O:26])[CH:3]=2)=[CH:36][CH:37]=1. The yield is 0.656. (2) The reactants are C([O:3][C:4]([C:6]1[N:7]([CH:31]([CH3:33])[CH3:32])[C:8]2[C:13]([CH:14]=1)=[CH:12][C:11]([C:15]([N:17]1[CH2:23][CH2:22][CH2:21][N:20]([C:24]([O:26][C:27]([CH3:30])([CH3:29])[CH3:28])=[O:25])[CH2:19][CH2:18]1)=[O:16])=[CH:10][CH:9]=2)=[O:5])C.O.[OH-].[Li+]. The catalyst is O1CCCC1.CO.O. The product is [C:27]([O:26][C:24]([N:20]1[CH2:21][CH2:22][CH2:23][N:17]([C:15]([C:11]2[CH:12]=[C:13]3[C:8](=[CH:9][CH:10]=2)[N:7]([CH:31]([CH3:32])[CH3:33])[C:6]([C:4]([OH:5])=[O:3])=[CH:14]3)=[O:16])[CH2:18][CH2:19]1)=[O:25])([CH3:28])([CH3:30])[CH3:29]. The yield is 0.420. (3) The reactants are [NH:1]1[CH2:6][CH2:5][CH:4]([CH2:7][N:8]2[CH2:13][CH2:12][CH:11]([CH2:14][NH:15][C:16]([C:18]3[C:26]4[N:25]=[C:24]([CH:27]([CH3:29])[CH3:28])[NH:23][C:22]=4[CH:21]=[CH:20][CH:19]=3)=[O:17])[CH2:10][CH2:9]2)[CH2:3][CH2:2]1.C(N(CC)C(C)C)(C)C.[F:39][C:40]1[CH:45]=[CH:44][CH:43]=[CH:42][C:41]=1[N:46]=[C:47]=[O:48]. The catalyst is CN(C)C=O. The product is [F:39][C:40]1[CH:45]=[CH:44][CH:43]=[CH:42][C:41]=1[NH:46][C:47]([N:1]1[CH2:2][CH2:3][CH:4]([CH2:7][N:8]2[CH2:9][CH2:10][CH:11]([CH2:14][NH:15][C:16]([C:18]3[C:26]4[N:25]=[C:24]([CH:27]([CH3:29])[CH3:28])[NH:23][C:22]=4[CH:21]=[CH:20][CH:19]=3)=[O:17])[CH2:12][CH2:13]2)[CH2:5][CH2:6]1)=[O:48]. The yield is 0.220.